Dataset: CYP2D6 inhibition data for predicting drug metabolism from PubChem BioAssay. Task: Regression/Classification. Given a drug SMILES string, predict its absorption, distribution, metabolism, or excretion properties. Task type varies by dataset: regression for continuous measurements (e.g., permeability, clearance, half-life) or binary classification for categorical outcomes (e.g., BBB penetration, CYP inhibition). Dataset: cyp2d6_veith. (1) The drug is COCCn1c(=O)cnc2cnc(N3CCOCC3)nc21. The result is 0 (non-inhibitor). (2) The compound is CN1CCN(c2nc(N(C)C)oc(=O)c2C#N)CC1. The result is 0 (non-inhibitor). (3) The drug is COc1cc(CNCCO)cc(Br)c1OCc1ccccc1Cl.Cl. The result is 1 (inhibitor). (4) The molecule is Nc1nc(-c2ccccc2)c(CC(=O)O)s1. The result is 0 (non-inhibitor). (5) The compound is COCCNC(=O)c1ccc2c(c1)nc(C)n2-c1cc(OC)c(OC)c(OC)c1. The result is 0 (non-inhibitor).